The task is: Predict the reactants needed to synthesize the given product.. This data is from Full USPTO retrosynthesis dataset with 1.9M reactions from patents (1976-2016). (1) Given the product [C:35]([N:20]([CH2:19][CH2:18][CH2:17][CH2:16][NH:15][CH2:14][CH2:13][CH2:12][N:11]1[C:10](=[O:34])[C:9]2[C:4](=[CH:5][CH:6]=[CH:7][CH:8]=2)[NH:3][C:2]1=[O:1])[CH2:21][CH2:22][CH2:23][NH:24][C:25](=[O:33])[C:26]1[CH:31]=[CH:30][C:29]([OH:32])=[CH:28][CH:27]=1)(=[O:37])[CH3:36], predict the reactants needed to synthesize it. The reactants are: [O:1]=[C:2]1[N:11]([CH2:12][CH2:13][CH2:14][NH:15][CH2:16][CH2:17][CH2:18][CH2:19][NH:20][CH2:21][CH2:22][CH2:23][NH:24][C:25](=[O:33])[C:26]2[CH:31]=[CH:30][C:29]([OH:32])=[CH:28][CH:27]=2)[C:10](=[O:34])[C:9]2[C:4](=[CH:5][CH:6]=[CH:7][CH:8]=2)[NH:3]1.[C:35](OC(=O)C)(=[O:37])[CH3:36]. (2) Given the product [NH2:25][C:3]1[C:4]([NH:12][C@@H:13]2[CH2:17][C@H:16]([O:18][CH2:19][C:20]([O:22][CH2:30][CH3:31])=[O:21])[C@@H:15]([OH:23])[C@H:14]2[OH:24])=[N:5][C:6]([S:8][CH2:9][CH2:10][CH3:11])=[N:7][C:2]=1[Cl:1], predict the reactants needed to synthesize it. The reactants are: [Cl:1][C:2]1[N:7]=[C:6]([S:8][CH2:9][CH2:10][CH3:11])[N:5]=[C:4]([NH:12][C@@H:13]2[CH2:17][C@H:16]([O:18][CH2:19][C:20]([O-:22])=[O:21])[C@@H:15]([OH:23])[C@H:14]2[OH:24])[C:3]=1[N+:25]([O-])=O.CO.[C:30](O)(=O)[CH3:31]. (3) Given the product [CH3:17][N:3]1[CH2:4][CH2:5][CH2:6][CH2:7][C@H:8]([NH:9][C:10](=[O:16])[O:11][C:12]([CH3:13])([CH3:15])[CH3:14])[C:2]1=[O:1], predict the reactants needed to synthesize it. The reactants are: [O:1]=[C:2]1[C@@H:8]([NH:9][C:10](=[O:16])[O:11][C:12]([CH3:15])([CH3:14])[CH3:13])[CH2:7][CH2:6][CH2:5][CH2:4][NH:3]1.[CH3:17]I.